Dataset: M1 muscarinic receptor antagonist screen with 61,756 compounds. Task: Binary Classification. Given a drug SMILES string, predict its activity (active/inactive) in a high-throughput screening assay against a specified biological target. The compound is S(CCC(=O)NCCN1CCOCC1)CCC(=O)NCCN1CCOCC1. The result is 0 (inactive).